Dataset: Reaction yield outcomes from USPTO patents with 853,638 reactions. Task: Predict the reaction yield, written as a fraction of the theoretical maximum amount of product (1.0 means a 100% yield; for example, 0.34 means a 34% yield). (1) The reactants are [Cl:1][C:2]1[CH:3]=[C:4]([NH:9][C:10]2[C:19]3[C:14](=[CH:15][C:16]([O:21][CH3:22])=[C:17]([OH:20])[CH:18]=3)[N:13]=[CH:12][N:11]=2)[CH:5]=[CH:6][C:7]=1[F:8].Cl[CH2:24][CH2:25][CH2:26][N:27]1[CH2:32][CH2:31][O:30][CH2:29][CH2:28]1.C([O-])([O-])=O.[K+].[K+].Cl. The catalyst is CN(C)C=O.CN(C=O)C. The product is [CH3:22][O:21][C:16]1[CH:15]=[C:14]2[N:13]=[CH:12][N:11]=[C:10]([NH:9][C:4]3[CH:5]=[CH:6][C:7]([F:8])=[C:2]([Cl:1])[CH:3]=3)[C:19]2=[CH:18][C:17]=1[O:20][CH2:24][CH2:25][CH2:26][N:27]1[CH2:32][CH2:31][O:30][CH2:29][CH2:28]1. The yield is 0.870. (2) The reactants are Br[CH2:2][C:3]([NH2:5])=[O:4].[SH:6][C:7]1[N:14]=[C:13]([CH3:15])[CH:12]=[C:11]([CH3:16])[C:8]=1[C:9]#[N:10].C[O-].[Na+]. The catalyst is CO. The product is [NH2:10][C:9]1[C:8]2[C:7](=[N:14][C:13]([CH3:15])=[CH:12][C:11]=2[CH3:16])[S:6][C:2]=1[C:3]([NH2:5])=[O:4]. The yield is 0.800. (3) The reactants are [Cl:1][C:2]1[CH:8]=[CH:7][C:5]([NH2:6])=[CH:4][C:3]=1[C:9]([F:12])([F:11])[F:10].C(N(CC)CC)C.[C:20](Cl)(=[O:25])[C:21]([CH3:24])([CH3:23])[CH3:22]. The catalyst is C1COCC1. The product is [Cl:1][C:2]1[CH:8]=[CH:7][C:5]([NH:6][C:20](=[O:25])[C:21]([CH3:24])([CH3:23])[CH3:22])=[CH:4][C:3]=1[C:9]([F:10])([F:11])[F:12]. The yield is 0.950. (4) The yield is 0.710. The reactants are [CH2:1]([OH:13])[CH2:2][O:3][CH2:4][CH2:5][O:6][CH2:7][CH2:8][O:9][CH2:10][CH2:11][OH:12].[OH-].[Na+].[CH2:16](Cl)[C:17]1[CH:22]=[CH:21][CH:20]=[CH:19][CH:18]=1. The catalyst is [Na+].[Cl-]. The product is [CH2:16]([O:12][CH2:11][CH2:10][O:9][CH2:8][CH2:7][O:6][CH2:5][CH2:4][O:3][CH2:2][CH2:1][OH:13])[C:17]1[CH:22]=[CH:21][CH:20]=[CH:19][CH:18]=1. (5) The reactants are [N+:1]([C:4]1[CH:9]=[CH:8][CH:7]=[CH:6][C:5]=1[S:10]([NH:13][CH2:14][CH2:15][C:16]1[CH:17]=[N:18][CH:19]=[CH:20][CH:21]=1)(=[O:12])=[O:11])([O-:3])=[O:2].C(=O)([O-])[O-].[K+].[K+].CN(C=O)C.I[CH2:34][CH2:35][CH2:36][O:37][C:38]1[CH:54]=[CH:53][C:41]2[N:42]([CH3:52])[C:43](=[O:51])[C:44]([CH3:50])([CH3:49])[C:45](=[O:48])[N:46]([CH3:47])[C:40]=2[CH:39]=1. The catalyst is C(OCC)(=O)C. The product is [N+:1]([C:4]1[CH:9]=[CH:8][CH:7]=[CH:6][C:5]=1[S:10]([N:13]([CH2:14][CH2:15][C:16]1[CH:17]=[N:18][CH:19]=[CH:20][CH:21]=1)[CH2:34][CH2:35][CH2:36][O:37][C:38]1[CH:54]=[CH:53][C:41]2[N:42]([CH3:52])[C:43](=[O:51])[C:44]([CH3:49])([CH3:50])[C:45](=[O:48])[N:46]([CH3:47])[C:40]=2[CH:39]=1)(=[O:11])=[O:12])([O-:3])=[O:2]. The yield is 0.800. (6) The reactants are [O:1]1[C:5]2[CH:6]=[CH:7][C:8]([C:10]3([C:13]([NH:15][C:16]4[CH:17]=[C:18]5[C:22](=[CH:23][CH:24]=4)[NH:21][C:20]([C:25]([CH3:28])([CH3:27])[CH3:26])=[C:19]5[CH:29]=O)=[O:14])[CH2:12][CH2:11]3)=[CH:9][C:4]=2[O:3][CH2:2]1.Cl.[NH2:32][OH:33]. The catalyst is ClCCl. The product is [O:1]1[C:5]2[CH:6]=[CH:7][C:8]([C:10]3([C:13]([NH:15][C:16]4[CH:17]=[C:18]5[C:22](=[CH:23][CH:24]=4)[NH:21][C:20]([C:25]([CH3:28])([CH3:26])[CH3:27])=[C:19]5/[CH:29]=[N:32]\[OH:33])=[O:14])[CH2:12][CH2:11]3)=[CH:9][C:4]=2[O:3][CH2:2]1. The yield is 0.770.